From a dataset of Forward reaction prediction with 1.9M reactions from USPTO patents (1976-2016). Predict the product of the given reaction. (1) The product is: [CH3:18][N:15]1[C:12]2=[N:13][C:14]([NH:1][C:2]3[CH:7]=[CH:6][CH:5]=[CH:4][CH:3]=3)=[CH:9][CH:10]=[C:11]2[CH:17]=[CH:16]1. Given the reactants [NH2:1][C:2]1[CH:7]=[CH:6][CH:5]=[CH:4][CH:3]=1.Br[C:9]1[CH:10]=[C:11]2[CH:17]=[CH:16][N:15]([CH3:18])[C:12]2=[N:13][CH:14]=1, predict the reaction product. (2) Given the reactants [N:1]1([CH:7]2[CH2:12][CH2:11][N:10]([C:13](=[O:54])[C@H:14]([NH:34][C:35]([N:37]3[CH2:42][CH2:41][CH:40]([N:43]4[CH2:52][C:51]5[C:46](=[CH:47][CH:48]=[CH:49][CH:50]=5)[NH:45][C:44]4=[O:53])[CH2:39][CH2:38]3)=[O:36])[CH2:15][C:16]3[CH:17]=[C:18]4[C:22](=[CH:23][CH:24]=3)[N:21](S(CC[Si](C)(C)C)(=O)=O)[N:20]=[CH:19]4)[CH2:9][CH2:8]2)[CH2:6][CH2:5][CH2:4][CH2:3][CH2:2]1.[F-].[Cs+], predict the reaction product. The product is: [N:1]1([CH:7]2[CH2:8][CH2:9][N:10]([C:13](=[O:54])[C@H:14]([NH:34][C:35]([N:37]3[CH2:38][CH2:39][CH:40]([N:43]4[CH2:52][C:51]5[C:46](=[CH:47][CH:48]=[CH:49][CH:50]=5)[NH:45][C:44]4=[O:53])[CH2:41][CH2:42]3)=[O:36])[CH2:15][C:16]3[CH:17]=[C:18]4[C:22](=[CH:23][CH:24]=3)[NH:21][N:20]=[CH:19]4)[CH2:11][CH2:12]2)[CH2:2][CH2:3][CH2:4][CH2:5][CH2:6]1. (3) Given the reactants N1C2C(=CC=CC=2)C(=O)C1=O.Cl[C:13](Cl)(Cl)[CH:14]([OH:16])O.Cl.[NH2:20][OH:21].S([O-])([O-])(=O)=O.[Na+].[Na+].[CH3:29][C:30]1[C:36]([CH3:37])=[CH:35][CH:34]=[CH:33][C:31]=1[NH2:32], predict the reaction product. The product is: [CH3:29][C:30]1[C:36]([CH3:37])=[CH:35][CH:34]=[CH:33][C:31]=1[NH:32][C:14](=[O:16])[CH:13]=[N:20][OH:21]. (4) Given the reactants [O:1]1[CH2:6][CH2:5][CH:4]=[C:3]([C:7]([O:9][CH2:10][C:11]2[CH:16]=[CH:15][CH:14]=[CH:13][CH:12]=2)=[O:8])[CH2:2]1.C([O:21]C(NC1(C(O)=O)CC1)=O)(C)(C)C, predict the reaction product. The product is: [C:3]12([C:7]([O:9][CH2:10][C:11]3[CH:16]=[CH:15][CH:14]=[CH:13][CH:12]=3)=[O:8])[O:21][CH:4]1[CH2:5][CH2:6][O:1][CH2:2]2. (5) Given the reactants Cl[C:2]1[N:7]=[C:6]([NH:8][C:9]([C:11]2([C:14]3[CH:24]=[CH:23][C:17]4[O:18][C:19]([F:22])([F:21])[O:20][C:16]=4[CH:15]=3)[CH2:13][CH2:12]2)=[O:10])[CH:5]=[CH:4][C:3]=1[CH3:25].CC1(C)C(C)(C)OB([C:34]2[CH:35]=[C:36]([C:40]3([NH:43][C:44](=[O:50])[O:45][C:46]([CH3:49])([CH3:48])[CH3:47])[CH2:42][CH2:41]3)[CH:37]=[CH:38][CH:39]=2)O1.C(=O)([O-])[O-].[K+].[K+], predict the reaction product. The product is: [F:21][C:19]1([F:22])[O:18][C:17]2[CH:23]=[CH:24][C:14]([C:11]3([C:9]([NH:8][C:6]4[N:7]=[C:2]([C:38]5[CH:37]=[C:36]([C:40]6([NH:43][C:44](=[O:50])[O:45][C:46]([CH3:48])([CH3:47])[CH3:49])[CH2:42][CH2:41]6)[CH:35]=[CH:34][CH:39]=5)[C:3]([CH3:25])=[CH:4][CH:5]=4)=[O:10])[CH2:13][CH2:12]3)=[CH:15][C:16]=2[O:20]1. (6) The product is: [CH3:19][O:20][C:21](=[O:32])[C:22]([CH3:23])([C:25]1[CH:26]=[CH:27][C:28]([B:9]2[O:10][C:11]([CH3:16])([CH3:17])[C:12]([CH3:14])([CH3:15])[O:13]2)=[CH:29][CH:30]=1)[CH3:24]. Given the reactants [CH3:16][C:11]1([CH3:17])[C:12]([CH3:15])([CH3:14])[O:13][B:9]([B:9]2[O:13][C:12]([CH3:15])([CH3:14])[C:11]([CH3:17])([CH3:16])[O:10]2)[O:10]1.[CH3:19][O:20][C:21](=[O:32])[C:22]([C:25]1[CH:30]=[CH:29][C:28](Br)=[CH:27][CH:26]=1)([CH3:24])[CH3:23].C([O-])(=O)C.[K+], predict the reaction product.